From a dataset of Catalyst prediction with 721,799 reactions and 888 catalyst types from USPTO. Predict which catalyst facilitates the given reaction. Reactant: [C:1]([C:3](=[C:7]([NH:10][C:11]1[CH:16]=[CH:15][C:14]([CH:17]([CH3:19])[CH3:18])=[CH:13][CH:12]=1)SC)[C:4]([NH2:6])=[O:5])#[N:2].O.[NH2:21][NH2:22]. Product: [NH2:2][C:1]1[NH:22][N:21]=[C:7]([NH:10][C:11]2[CH:16]=[CH:15][C:14]([CH:17]([CH3:19])[CH3:18])=[CH:13][CH:12]=2)[C:3]=1[C:4]([NH2:6])=[O:5]. The catalyst class is: 8.